This data is from Experimentally validated miRNA-target interactions with 360,000+ pairs, plus equal number of negative samples. The task is: Binary Classification. Given a miRNA mature sequence and a target amino acid sequence, predict their likelihood of interaction. (1) The miRNA is hsa-miR-4293 with sequence CAGCCUGACAGGAACAG. The protein sequence of the target gene is MSEADQALVGPKADEPSPPAEEKDEGGGKEAAADAAPGPSASFRLMVTRREPAVKLQYAVSGLEPLSWSEDHRVSVSTARSVAVLELICDVHNPGQDLVIHRTSVPAPLNSCLLKVGSKTEVAECKEKFASSKDPTISQTFMLDRMFNPEGKALPPMRGFKYTSWSPMGCDANGRCLLAALTMDNRLTVQVNLNRLQWVQLVDLTEIYGDRLYETSYRLSKNEAPEGNLGDFAEFQRRHSMQTPVRMEWSSICTTQQVKHNNECRDVSSVLLAVLFENGNIAVWQFQLPFVGKESISSCN.... Result: 0 (no interaction). (2) The miRNA is hsa-miR-3666 with sequence CAGUGCAAGUGUAGAUGCCGA. The protein sequence of the target gene is MSRKQAAKSRPGSGSRKAEAERKRDERAARRALAKERRNRPESGGGGGCEEEFVSFANQLQALGLKLREVPGDGNCLFRALGDQLEGHSRNHLKHRQETVDYMIKQREDFEPFVEDDIPFEKHVASLAKPGTFAGNDAIVAFARNHQLNVVIHQLNAPLWQIRGTEKSSVRELHIAYRYGEHYDSVRRINDNSEAPAHLQTDFQMLHQDESNKREKIKTKGMDSEDDLRDEVEDAVQKVCNATGCSDFNLIVQNLEAENYNIESAIIAVLRMNQGKRNNAEENLEPSGRVLKQCGPLWEE.... Result: 1 (interaction). (3) The miRNA is dme-miR-13b-3p with sequence UAUCACAGCCAUUUUGACGAGU. The protein sequence of the target gene is MDRVYEIPEEPNVDPVSSLEEDVIRGANPRFTFPFSILFSTFLYCGEAASALYMVRIYRKNSETYWMTYTFSFFMFSSIMVQLTLIFVHRDLAKDKPLSLFMHLILLGPVIRCLEAMIKYLTLWKKEEQEEPYVSLTRKKMLIDGEEVLIEWEVGHSIRTLAMHRNAYKRMSQIQAFLGSVPQLTYQLYVSLISAEVPLGRVVLMVFSLVSVTYGATLCNMLAIQIKYDDYKIRLGPLEVLCITIWRTLEITSRLLILVLFSATLKLKAVPFLVLNFLIILFEPWIKFWRSGAQMPNNIE.... Result: 0 (no interaction). (4) The miRNA is mmu-miR-155-3p with sequence CUCCUACCUGUUAGCAUUAAC. Result: 0 (no interaction). The protein sequence of the target gene is MDSYVIQTNVNDSLPSVLDVRVNIGGRSSVQGRAKGRKARWNVRPSDMSNKTFNPIRAIVDNMKVKPNPNKTVISLSIGDPTVFGNLPTDPEVTQAMKDALDSGKYNGYAPSIGYLSSREEVASYYHCPEAPLEAKDVILTSGCSQAIELCLAVLANPGQNILIPRPGFSLYRTLAESMGIEVKLYNLLPEKSWEIDLKQLESLIDEKTACLVVNNPSNPCGSVFSKRHLQKILAVAERQCVPILADEIYGDMVFSDCKYEPMATLSTNVPILSCGGLAKRWLVPGWRLGWILIHDRRDI.... (5) The miRNA is hsa-miR-6754-3p with sequence UCUUCACCUGCCUCUGCCUGCA. The protein sequence of the target gene is MCPCPLHRGRGPPAVCACSAGRLGLRSSAAQLTAARLKALGDELHQRTMWRRRARSRRAPAPGALPTYWPWLCAAAQVAALAAWLLGRRNL. Result: 1 (interaction). (6) The miRNA is mmu-miR-669o-5p with sequence UAGUUGUGUGUGCAUGUUUAUGU. The protein sequence of the target gene is MSCSKAYGERYVASVQGSAPSPRKKSTRGFYFAKLYYEAKEYDLAKKYICTYINVREMDPRAHRFLGLLYELEENTEKAVECYRRSVELNPTQKDLVLKIAELLCKNDVTDGRAEYWVERAAKLFPGSPAIYKLKEQLLDCEGEDGWNKLFDLIQSELYVRPDDVHVNIRLVELYRSTKRLKDAVARCHEAERNIALRSSLEWNSCVVQTLKEYLESLQCLESDKSDWRATNTDLLLAYANLMLLTLSTRDVQESRELLESFDSALQSAKSSLGGNDELSATFLEMKGHFYMHAGSLLLK.... Result: 0 (no interaction). (7) The miRNA is hsa-miR-494-3p with sequence UGAAACAUACACGGGAAACCUC. The protein sequence of the target gene is MWYHRLSHLHSRLQDLLKGGVIYPALPQPNFKSLLPLAVHWHHTASKSLTCAWQQHEDHFELKYANTVMRFDYVWLRDHCRSASCYNSKTHQRSLDTASVDLCIKPKTIRLDETTLFFTWPDGHVTKYDLNWLVKNSYEGQKQKVIQPRILWNAEIYQQAQVPSVDCQSFLETNEGLKKFLQNFLLYGIAFVENVPPTQEHTEKLAERISLIRETIYGRMWYFTSDFSRGDTAYTKLALDRHTDTTYFQEPCGIQVFHCLKHEGTGGRTLLVDGFYAAEQVLQKAPEEFELLSKVPLKHE.... Result: 1 (interaction).